Predict which catalyst facilitates the given reaction. From a dataset of Catalyst prediction with 721,799 reactions and 888 catalyst types from USPTO. Reactant: [CH3:1][O:2][C:3](=[O:12])[C:4]1[CH:9]=[C:8]([OH:10])[CH:7]=[C:6](Br)[CH:5]=1.B(O)(O)[C:14]1[CH:15]=[CH:16][C:17]([CH3:20])=[CH:18][CH:19]=1.C(=O)([O-])[O-].[Cs+].[Cs+]. The catalyst class is: 398. Product: [OH:10][C:8]1[CH:9]=[C:4]([C:3]([O:2][CH3:1])=[O:12])[CH:5]=[C:6]([C:14]2[CH:19]=[CH:18][C:17]([CH3:20])=[CH:16][CH:15]=2)[CH:7]=1.